From a dataset of CYP2D6 inhibition data for predicting drug metabolism from PubChem BioAssay. Regression/Classification. Given a drug SMILES string, predict its absorption, distribution, metabolism, or excretion properties. Task type varies by dataset: regression for continuous measurements (e.g., permeability, clearance, half-life) or binary classification for categorical outcomes (e.g., BBB penetration, CYP inhibition). Dataset: cyp2d6_veith. (1) The compound is CC(C)NC(=O)N1CC[C@@]2(CCCN(S(C)(=O)=O)C2)C1. The result is 0 (non-inhibitor). (2) The molecule is CC(C)(C)c1ccc(NS(=O)(=O)c2ccc(N)cc2)cc1. The result is 0 (non-inhibitor). (3) The drug is CCC/C=C(\CCC)C(NS(=O)(=O)c1cccs1)c1ccc(C(=O)OC)cc1. The result is 1 (inhibitor). (4) The result is 0 (non-inhibitor). The compound is Cc1ccc(NC(=O)CCC(=O)NNC(=O)c2ccco2)cc1C. (5) The drug is CC(C)OC(=O)C(C)(C)Oc1ccc(C(=O)c2ccc(Cl)cc2)cc1. The result is 0 (non-inhibitor). (6) The compound is Cc1cccc(C)c1-n1c(SCC(=O)NCc2ccco2)nc2ccccc2c1=O. The result is 1 (inhibitor).